This data is from Forward reaction prediction with 1.9M reactions from USPTO patents (1976-2016). The task is: Predict the product of the given reaction. Given the reactants Br[C:2]1[CH:3]=[C:4]([N+:11]([O-:13])=[O:12])[CH:5]=[C:6]2[C:10]=1[NH:9][CH:8]=[CH:7]2.[C:14]([Cu])#[N:15].[C-]#N.[K+].C(Cl)(Cl)Cl, predict the reaction product. The product is: [C:14]([C:2]1[CH:3]=[C:4]([N+:11]([O-:13])=[O:12])[CH:5]=[C:6]2[C:10]=1[NH:9][CH:8]=[CH:7]2)#[N:15].